Dataset: Reaction yield outcomes from USPTO patents with 853,638 reactions. Task: Predict the reaction yield, written as a fraction of the theoretical maximum amount of product (1.0 means a 100% yield; for example, 0.34 means a 34% yield). The reactants are [F:1][C:2]([F:20])([F:19])[C:3]1[CH:4]=[CH:5][C:6]([O:9][C:10]2[CH:15]=[CH:14][C:13]([CH2:16][CH2:17][NH2:18])=[CH:12][CH:11]=2)=[N:7][CH:8]=1.[CH3:21][C:22]1[N:27]=[CH:26][C:25]([CH2:28][C:29]2[C:30](=[O:37])[N:31]=[C:32](SC)[NH:33][CH:34]=2)=[CH:24][N:23]=1. The catalyst is C(O)C. The product is [CH3:21][C:22]1[N:23]=[CH:24][C:25]([CH2:28][C:29]2[C:30](=[O:37])[N:31]=[C:32]([NH:18][CH2:17][CH2:16][C:13]3[CH:14]=[CH:15][C:10]([O:9][C:6]4[CH:5]=[CH:4][C:3]([C:2]([F:19])([F:1])[F:20])=[CH:8][N:7]=4)=[CH:11][CH:12]=3)[NH:33][CH:34]=2)=[CH:26][N:27]=1. The yield is 0.180.